From a dataset of Reaction yield outcomes from USPTO patents with 853,638 reactions. Predict the reaction yield, written as a fraction of the theoretical maximum amount of product (1.0 means a 100% yield; for example, 0.34 means a 34% yield). (1) The reactants are [CH2:1]([O:3][C:4]1[C:5]([C:15]([F:18])([F:17])[F:16])=[CH:6][C:7]([N+:12]([O-])=O)=[C:8]([CH:11]=1)[C:9]#[N:10])[CH3:2]. The catalyst is CO.Cl.[Fe]. The product is [NH2:12][C:7]1[CH:6]=[C:5]([C:15]([F:17])([F:18])[F:16])[C:4]([O:3][CH2:1][CH3:2])=[CH:11][C:8]=1[C:9]#[N:10]. The yield is 0.840. (2) The reactants are [Cl:1][C:2]1[CH:3]=[C:4](/[C:9](/[C:28]([F:31])([F:30])[F:29])=[CH:10]\[C:11]([C:13]2[CH:26]=[CH:25][C:16]([C:17]([NH:19][C:20]3([CH3:24])[CH2:23][S:22][CH2:21]3)=[O:18])=[C:15]([CH3:27])[CH:14]=2)=[O:12])[CH:5]=[C:6]([Cl:8])[CH:7]=1.FC(F)(F)C1C=C(NC(N[C@H]([C@@H]2C[C@@H]3CCN2C[C@@H]3CC)C2C3C(=CC=C(OC)C=3)N=CC=2)=S)C=C(C(F)(F)F)C=1.[Cl-].[NH4+].[N+:75]([CH3:78])([O-:77])=[O:76]. No catalyst specified. The product is [Cl:1][C:2]1[CH:3]=[C:4]([C@:9]([CH2:78][N+:75]([O-:77])=[O:76])([C:28]([F:31])([F:30])[F:29])[CH2:10][C:11]([C:13]2[CH:26]=[CH:25][C:16]([C:17]([NH:19][C:20]3([CH3:24])[CH2:23][S:22][CH2:21]3)=[O:18])=[C:15]([CH3:27])[CH:14]=2)=[O:12])[CH:5]=[C:6]([Cl:8])[CH:7]=1. The yield is 0.190. (3) The reactants are [F:1][C:2]([F:19])([F:18])[C:3]1[CH:8]=[CH:7][C:6]([C:9](=O)[CH2:10][C:11](=O)[C:12]([F:15])([F:14])[F:13])=[CH:5][CH:4]=1.[NH2:20][C:21]1[C:25]([C:26]#[N:27])=[CH:24][NH:23][N:22]=1. No catalyst specified. The product is [F:1][C:2]([F:19])([F:18])[C:3]1[CH:8]=[CH:7][C:6]([C:9]2[CH:10]=[C:11]([C:12]([F:15])([F:14])[F:13])[N:22]3[N:23]=[CH:24][C:25]([C:26]#[N:27])=[C:21]3[N:20]=2)=[CH:5][CH:4]=1. The yield is 0.380. (4) The reactants are CO[C:3]([C:5]1[N:6]=[C:7]([C:23]#[N:24])[C:8]2[C:13]([C:14]=1[OH:15])=[CH:12][CH:11]=[C:10]([O:16][C:17]1[CH:22]=[CH:21][CH:20]=[CH:19][CH:18]=1)[CH:9]=2)=[O:4].[NH2:25][C:26]1([CH2:30][C:31]([OH:33])=[O:32])[CH2:29][CH2:28][CH2:27]1.C[O-].[Na+].Cl. The catalyst is CC(N(C)C)=O.O. The product is [C:23]([C:7]1[C:8]2[C:13](=[CH:12][CH:11]=[C:10]([O:16][C:17]3[CH:18]=[CH:19][CH:20]=[CH:21][CH:22]=3)[CH:9]=2)[C:14]([OH:15])=[C:5]([C:3]([NH:25][C:26]2([CH2:30][C:31]([OH:33])=[O:32])[CH2:29][CH2:28][CH2:27]2)=[O:4])[N:6]=1)#[N:24]. The yield is 0.920. (5) The reactants are [O:1]1[C:5]2([CH2:10][CH2:9][C:8](=[O:11])[CH2:7][CH2:6]2)[O:4][CH2:3][CH2:2]1.[BH4-].[Na+]. The catalyst is CO. The product is [O:1]1[C:5]2([CH2:10][CH2:9][CH:8]([OH:11])[CH2:7][CH2:6]2)[O:4][CH2:3][CH2:2]1. The yield is 0.970.